From a dataset of Reaction yield outcomes from USPTO patents with 853,638 reactions. Predict the reaction yield, written as a fraction of the theoretical maximum amount of product (1.0 means a 100% yield; for example, 0.34 means a 34% yield). (1) The reactants are [CH3:1][O:2][C:3]([NH:5][C@H:6]([C:11]([N:13]1[CH2:17][C@@H:16]([CH3:18])[CH2:15][C@H:14]1[C:19]1[NH:20][C:21]([C:24]2[CH:29]=[C:28]3[CH2:30][O:31][C:32]4[CH:59]=[C:58]5[C:35]([CH:36]=[CH:37][C:38]6[N:42]=[C:41]([C@@H:43]7[CH2:47][C@H:46]([CH2:48][O:49][CH3:50])[CH2:45][N:44]7C(OC(C)(C)C)=O)[NH:40][C:39]=65)=[CH:34][C:33]=4[C:27]3=[CH:26][CH:25]=2)=[CH:22][N:23]=1)=[O:12])[C@@H:7]([CH2:9][CH3:10])[CH3:8])=[O:4].[CH3:60][O:61][C@H:62]([CH3:72])[C@H:63]([NH:67][C:68]([O:70][CH3:71])=[O:69])[C:64]([OH:66])=O.CN(C(ON1N=NC2C=CC=NC1=2)=[N+](C)C)C.F[P-](F)(F)(F)(F)F.CN1CCOCC1. The catalyst is Cl.CCO.CN(C=O)C. The product is [CH3:71][O:70][C:68]([NH:67][C@H:63]([C:64]([N:44]1[CH2:45][C@@H:46]([CH2:48][O:49][CH3:50])[CH2:47][C@H:43]1[C:41]1[NH:40][C:39]2[C:58]3[C:35]([CH:36]=[CH:37][C:38]=2[N:42]=1)=[CH:34][C:33]1[C:27]2[C:28]([CH2:30][O:31][C:32]=1[CH:59]=3)=[CH:29][C:24]([C:21]1[NH:20][C:19]([C@@H:14]3[CH2:15][C@H:16]([CH3:18])[CH2:17][N:13]3[C:11](=[O:12])[C@@H:6]([NH:5][C:3](=[O:4])[O:2][CH3:1])[C@H:7]([CH3:8])[CH2:9][CH3:10])=[N:23][CH:22]=1)=[CH:25][CH:26]=2)=[O:66])[C@H:62]([CH3:72])[O:61][CH3:60])=[O:69]. The yield is 0.810. (2) The reactants are C(Cl)CCl.C1C=NC2N(O)N=NC=2C=1.[CH3:15][C:16]1([CH3:28])[O:20][C:19]2[CH:21]=[CH:22][C:23]([C:25]([OH:27])=O)=[CH:24][C:18]=2[O:17]1.[NH2:29][CH:30]([C:39]1[CH:44]=[CH:43][CH:42]=[CH:41][CH:40]=1)[C:31]1([N:36]([CH3:38])[CH3:37])[CH2:35][CH2:34][CH2:33][CH2:32]1.[N-]=C=O. The catalyst is C(Cl)Cl.C1COCC1.CN1C(=O)CCC1. The product is [CH3:37][N:36]([CH3:38])[C:31]1([CH:30]([C:39]2[CH:44]=[CH:43][CH:42]=[CH:41][CH:40]=2)[NH:29][C:25]([C:23]2[CH:22]=[CH:21][C:19]3[O:20][C:16]([CH3:15])([CH3:28])[O:17][C:18]=3[CH:24]=2)=[O:27])[CH2:35][CH2:34][CH2:33][CH2:32]1. The yield is 1.00. (3) The reactants are [H-].[H-].[H-].[H-].[Li+].[Al+3].[C:7]([O:11][C:12]([NH:14][C:15]1[CH:16]=[CH:17][C:18]([CH2:21][C:22](OCC)=[O:23])=[N:19][CH:20]=1)=[O:13])([CH3:10])([CH3:9])[CH3:8]. The catalyst is C1COCC1. The product is [OH:23][CH2:22][CH2:21][C:18]1[N:19]=[CH:20][C:15]([NH:14][C:12](=[O:13])[O:11][C:7]([CH3:9])([CH3:8])[CH3:10])=[CH:16][CH:17]=1. The yield is 0.640. (4) The reactants are Cl[C:2]1[CH:7]=[C:6]([CH3:8])[NH:5][C:4](=[O:9])[C:3]=1[N+:10]([O-:12])=[O:11].[CH2:13]([NH2:20])[C:14]1[CH:19]=[CH:18][CH:17]=[CH:16][CH:15]=1.C(N(C(C)C)CC)(C)C. The catalyst is C(#N)C. The product is [CH2:13]([NH:20][C:2]1[CH:7]=[C:6]([CH3:8])[NH:5][C:4](=[O:9])[C:3]=1[N+:10]([O-:12])=[O:11])[C:14]1[CH:19]=[CH:18][CH:17]=[CH:16][CH:15]=1. The yield is 0.980. (5) The reactants are [NH2:1][C:2]1[N:6]([C:7]2[CH:12]=[CH:11][CH:10]=[CH:9][CH:8]=2)[N:5]=[C:4]([O:13][C@@H:14]2[CH2:19][CH2:18][N:17]([C:20]([O:22][C:23]([CH3:26])([CH3:25])[CH3:24])=[O:21])[CH2:16][C@@H:15]2[F:27])[C:3]=1[CH3:28].C1(C2C=CC([CH2:38][O:39]C)=CC=2CN)CC1.[CH3:43][O:44][CH2:45][C:46]1[CH:47]=[CH:48][C:49]([O:54][C:55]([F:58])([F:57])[F:56])=[C:50]([CH2:52][NH2:53])[CH:51]=1. No catalyst specified. The product is [F:27][C@@H:15]1[C@H:14]([O:13][C:4]2[C:3]([CH3:28])=[C:2]([NH:1][C:38]([NH:53][CH2:52][C:50]3[CH:51]=[C:46]([CH2:45][O:44][CH3:43])[CH:47]=[CH:48][C:49]=3[O:54][C:55]([F:56])([F:57])[F:58])=[O:39])[N:6]([C:7]3[CH:12]=[CH:11][CH:10]=[CH:9][CH:8]=3)[N:5]=2)[CH2:19][CH2:18][N:17]([C:20]([O:22][C:23]([CH3:24])([CH3:25])[CH3:26])=[O:21])[CH2:16]1. The yield is 0.490. (6) The reactants are [CH3:1][O:2][C:3](=[O:20])[CH2:4][N:5]([C:13]([O:15][C:16]([CH3:19])([CH3:18])[CH3:17])=[O:14])[C:6]1[CH:11]=[C:10](Cl)[CH:9]=[CH:8][N:7]=1.[CH3:21][O:22][C:23]1[CH:60]=[CH:59][C:26]([CH2:27][N:28]([CH2:50][C:51]2[CH:56]=[CH:55][C:54]([O:57][CH3:58])=[CH:53][CH:52]=2)[C:29]2[N:34]=[CH:33][C:32]([C:35]3[C:36]4[CH2:49][CH2:48][NH:47][C:37]=4[N:38]=[C:39]([N:41]4[CH2:46][CH2:45][O:44][CH2:43][CH2:42]4)[N:40]=3)=[CH:31][N:30]=2)=[CH:25][CH:24]=1.COC1C=CC=C(OC)C=1C1C=CC=CC=1P(C1CCCCC1)C1CCCCC1.P([O-])([O-])([O-])=O.[K+].[K+].[K+]. The catalyst is O.C([O-])(=O)C.[Pd+2].C([O-])(=O)C.CN(C=O)C. The product is [CH3:1][O:2][C:3](=[O:20])[CH2:4][N:5]([C:6]1[CH:11]=[C:10]([N:47]2[C:37]3[N:38]=[C:39]([N:41]4[CH2:42][CH2:43][O:44][CH2:45][CH2:46]4)[N:40]=[C:35]([C:32]4[CH:33]=[N:34][C:29]([N:28]([CH2:50][C:51]5[CH:56]=[CH:55][C:54]([O:57][CH3:58])=[CH:53][CH:52]=5)[CH2:27][C:26]5[CH:59]=[CH:60][C:23]([O:22][CH3:21])=[CH:24][CH:25]=5)=[N:30][CH:31]=4)[C:36]=3[CH2:49][CH2:48]2)[CH:9]=[CH:8][N:7]=1)[C:13]([O:15][C:16]([CH3:19])([CH3:18])[CH3:17])=[O:14]. The yield is 0.900. (7) The reactants are [Cl:1][C:2]1[CH:7]=[CH:6][C:5]([B:8]2[C:12]3[CH:13]=[CH:14][CH:15]=[CH:16][C:11]=3[CH2:10][O:9]2)=[C:4]([O:17]C)[CH:3]=1.B(Br)(Br)Br.CO.Cl. The catalyst is C(Cl)Cl.C(OCC)(=O)C. The product is [Cl:1][C:2]1[CH:7]=[CH:6][C:5]([B:8]2[C:12]3[CH:13]=[CH:14][CH:15]=[CH:16][C:11]=3[CH2:10][O:9]2)=[C:4]([OH:17])[CH:3]=1. The yield is 0.678. (8) The catalyst is C1COCC1.O. The product is [CH:11]1([CH2:17][O:1][C:2]2[C:6]([C:7]#[N:8])=[C:5]([S:9][CH3:10])[S:4][N:3]=2)[CH2:16][CH2:15][CH2:14][CH2:13][CH2:12]1. The yield is 0.520. The reactants are [OH:1][C:2]1[C:6]([C:7]#[N:8])=[C:5]([S:9][CH3:10])[S:4][N:3]=1.[CH:11]1([CH2:17]O)[CH2:16][CH2:15][CH2:14][CH2:13][CH2:12]1.C1(P(C2C=CC=CC=2)C2C=CC=CN=2)C=CC=CC=1.CN1CCN(C(N=NC(N2CCN(C)CC2)=O)=O)CC1.